From a dataset of Catalyst prediction with 721,799 reactions and 888 catalyst types from USPTO. Predict which catalyst facilitates the given reaction. (1) Reactant: [NH2:1][C:2]1[C:10]([N+:11]([O-:13])=[O:12])=[CH:9][C:5]([C:6](O)=[O:7])=[C:4]([F:14])[CH:3]=1.S(Cl)([Cl:17])=O. Product: [NH2:1][C:2]1[C:10]([N+:11]([O-:13])=[O:12])=[CH:9][C:5]([C:6]([Cl:17])=[O:7])=[C:4]([F:14])[CH:3]=1. The catalyst class is: 26. (2) Reactant: Cl[C:2]1[CH:3]=[CH:4][C:5]2[N:6]([C:8]([C:11]3[CH:16]=[CH:15][CH:14]=[CH:13][C:12]=3[O:17][CH3:18])=[N:9][N:10]=2)[N:7]=1.[CH3:19][O:20][C:21]1[CH:22]=[C:23](B(O)O)[CH:24]=[CH:25][C:26]=1[O:27][CH3:28].C([O-])([O-])=O.[Na+].[Na+]. Product: [CH3:19][O:20][C:21]1[CH:22]=[C:23]([C:2]2[CH:3]=[CH:4][C:5]3[N:6]([C:8]([C:11]4[CH:16]=[CH:15][CH:14]=[CH:13][C:12]=4[O:17][CH3:18])=[N:9][N:10]=3)[N:7]=2)[CH:24]=[CH:25][C:26]=1[O:27][CH3:28]. The catalyst class is: 104. (3) Reactant: [CH3:1][O:2][C:3](=[O:23])[CH2:4][CH2:5][O:6][CH:7]1[CH2:12][CH2:11][N:10](C(OCC2C=CC=CC=2)=O)[CH2:9][CH2:8]1. Product: [NH:10]1[CH2:9][CH2:8][CH:7]([O:6][CH2:5][CH2:4][C:3]([O:2][CH3:1])=[O:23])[CH2:12][CH2:11]1. The catalyst class is: 129. (4) Reactant: C(=O)([O-])[O-].[K+].[K+].O.CC([N:12]([CH:16]1[CH2:21][CH2:20][CH2:19][N:18]([C:22]2[CH:27]=[C:26](Cl)[N:25]=[C:24]([NH2:29])[N:23]=2)[CH2:17]1)[C:13](=[O:15])[O-:14])(C)C.[C:30]([C:32]1[CH:37]=[CH:36][C:35](B(O)O)=[CH:34][C:33]=1[F:41])#[N:31]. Product: [NH2:29][C:24]1[N:23]=[C:22]([N:18]2[CH2:19][CH2:20][CH2:21][CH:16]([NH:12][C:13](=[O:15])[O:14][C:32]([CH3:37])([CH3:33])[CH3:30])[CH2:17]2)[CH:27]=[C:26]([C:35]2[CH:36]=[CH:37][C:32]([C:30]#[N:31])=[C:33]([F:41])[CH:34]=2)[N:25]=1. The catalyst class is: 77. (5) Reactant: Br[C:2]1[C:7]2[S:8][CH:9]=[CH:10][C:6]=2[CH:5]=[CH:4][CH:3]=1.C([O:14][B:15](OC(C)C)[O:16]C(C)C)(C)C.C([Li])CCC. Product: [S:8]1[CH:9]=[CH:10][C:6]2[CH:5]=[CH:4][CH:3]=[C:2]([B:15]([OH:16])[OH:14])[C:7]1=2. The catalyst class is: 1. (6) Reactant: C([O:4][C:5]1[CH:13]=[C:12]2[C:8]([C:9](=[O:14])[O:10][CH2:11]2)=[CH:7][C:6]=1[O:15][C:16](=[O:18])[CH3:17])(=O)C.N1CCOCC1. Product: [OH:4][C:5]1[CH:13]=[C:12]2[C:8]([C:9](=[O:14])[O:10][CH2:11]2)=[CH:7][C:6]=1[O:15][C:16](=[O:18])[CH3:17]. The catalyst class is: 9. (7) Reactant: [CH3:1][C:2]1[NH:6][N:5]=[C:4]([C:7]([O:9][CH2:10][CH3:11])=[O:8])[CH:3]=1.Br[CH2:13][C:14]1[C:22]2[O:21][C:20]([CH2:23][CH2:24][CH3:25])=[CH:19][C:18]=2[CH:17]=[C:16]([Cl:26])[CH:15]=1.C(=O)([O-])[O-].[K+].[K+]. Product: [Cl:26][C:16]1[CH:15]=[C:14]([CH2:13][N:6]2[C:2]([CH3:1])=[CH:3][C:4]([C:7]([O:9][CH2:10][CH3:11])=[O:8])=[N:5]2)[C:22]2[O:21][C:20]([CH2:23][CH2:24][CH3:25])=[CH:19][C:18]=2[CH:17]=1. The catalyst class is: 9. (8) Reactant: [CH2:1]([O:3][C:4](=[O:27])[C@H:5]([NH:19]C(OC(C)(C)C)=O)[CH2:6][CH2:7][C:8](=O)[C:9]1[CH:14]=[C:13]([F:15])[C:12]([F:16])=[C:11]([F:17])[CH:10]=1)[CH3:2].Cl.C(OCC)(=O)C. Product: [CH2:1]([O:3][C:4]([C@H:5]1[CH2:6][CH2:7][C:8]([C:9]2[CH:14]=[C:13]([F:15])[C:12]([F:16])=[C:11]([F:17])[CH:10]=2)=[N:19]1)=[O:27])[CH3:2]. The catalyst class is: 13. (9) Reactant: [Cl:1][C:2]1[CH:3]=[CH:4][C:5]([O:10][CH2:11][C:12]2[CH:17]=[CH:16][C:15]([F:18])=[CH:14][C:13]=2[F:19])=[C:6]([CH:9]=1)[CH:7]=O.[NH2:20][OH:21].Cl. Product: [Cl:1][C:2]1[CH:3]=[CH:4][C:5]([O:10][CH2:11][C:12]2[CH:17]=[CH:16][C:15]([F:18])=[CH:14][C:13]=2[F:19])=[C:6]([CH:9]=1)[CH:7]=[N:20][OH:21]. The catalyst class is: 14.